From a dataset of Forward reaction prediction with 1.9M reactions from USPTO patents (1976-2016). Predict the product of the given reaction. (1) The product is: [CH3:16][C:10]1([CH3:17])[CH2:9][C:8]2[C:7](=[O:18])[C:6]3[C:5]([C:19]([O:21][CH3:22])=[O:20])=[CH:4][CH:3]=[CH:2][C:15]=3[NH:14][C:13]=2[CH2:12][CH2:11]1. Given the reactants Br[C:2]1[C:15]2[NH:14][C:13]3[CH2:12][CH2:11][C:10]([CH3:17])([CH3:16])[CH2:9][C:8]=3[C:7](=[O:18])[C:6]=2[C:5]([C:19]([O:21][CH3:22])=[O:20])=[CH:4][CH:3]=1.C(OCC)(=O)C, predict the reaction product. (2) Given the reactants [CH2:1]([N:8]1[CH2:12][CH:11]([C:13]2[CH:18]=[CH:17][C:16]([Cl:19])=[C:15]([Cl:20])[CH:14]=2)[CH:10]([C:21](=[O:23])[CH3:22])[CH2:9]1)[C:2]1[CH:7]=[CH:6][CH:5]=[CH:4][CH:3]=1.[H-].[H-].[H-].[H-].[Li+].[Al+3], predict the reaction product. The product is: [CH2:1]([N:8]1[CH2:12][CH:11]([C:13]2[CH:18]=[CH:17][C:16]([Cl:19])=[C:15]([Cl:20])[CH:14]=2)[CH:10]([CH:21]([OH:23])[CH3:22])[CH2:9]1)[C:2]1[CH:3]=[CH:4][CH:5]=[CH:6][CH:7]=1. (3) Given the reactants [CH3:1][O:2][C:3]1[CH:8]=[CH:7][CH:6]=[CH:5][C:4]=1[C:9]1[C:17]2[C:12](=[N:13][CH:14]=[C:15]([C:18]3[CH:19]=[C:20]([CH2:24][C:25]([N:27]([CH3:29])[CH3:28])=[O:26])[CH:21]=[CH:22][CH:23]=3)[CH:16]=2)[N:11](COCC[Si](C)(C)C)[N:10]=1.C(O)(C(F)(F)F)=O, predict the reaction product. The product is: [CH3:1][O:2][C:3]1[CH:8]=[CH:7][CH:6]=[CH:5][C:4]=1[C:9]1[C:17]2[C:12](=[N:13][CH:14]=[C:15]([C:18]3[CH:19]=[C:20]([CH2:24][C:25]([N:27]([CH3:29])[CH3:28])=[O:26])[CH:21]=[CH:22][CH:23]=3)[CH:16]=2)[NH:11][N:10]=1. (4) The product is: [C:4]([O:3][C:1]([NH:8][C:9]1[CH:10]=[C:11]([NH:15][C:21]2[C:22]([C:23]([O:25][CH2:26][CH3:27])=[O:24])=[CH:17][N:18]=[C:19]([S:28][CH3:29])[N:20]=2)[CH:12]=[CH:13][CH:14]=1)=[O:2])([CH3:7])([CH3:6])[CH3:5]. Given the reactants [C:1]([NH:8][C:9]1[CH:14]=[CH:13][CH:12]=[C:11]([NH2:15])[CH:10]=1)([O:3][C:4]([CH3:7])([CH3:6])[CH3:5])=[O:2].Cl[C:17]1[C:22]([C:23]([O:25][CH2:26][CH3:27])=[O:24])=[CH:21][N:20]=[C:19]([S:28][CH3:29])[N:18]=1.C([O-])([O-])=O.[K+].[K+], predict the reaction product.